This data is from NCI-60 drug combinations with 297,098 pairs across 59 cell lines. The task is: Regression. Given two drug SMILES strings and cell line genomic features, predict the synergy score measuring deviation from expected non-interaction effect. (1) Drug 1: CN(C)N=NC1=C(NC=N1)C(=O)N. Drug 2: CS(=O)(=O)CCNCC1=CC=C(O1)C2=CC3=C(C=C2)N=CN=C3NC4=CC(=C(C=C4)OCC5=CC(=CC=C5)F)Cl. Cell line: SK-MEL-5. Synergy scores: CSS=-0.721, Synergy_ZIP=0.546, Synergy_Bliss=5.17, Synergy_Loewe=-3.15, Synergy_HSA=-2.06. (2) Drug 1: CS(=O)(=O)CCNCC1=CC=C(O1)C2=CC3=C(C=C2)N=CN=C3NC4=CC(=C(C=C4)OCC5=CC(=CC=C5)F)Cl. Drug 2: C1=CC=C(C(=C1)C(C2=CC=C(C=C2)Cl)C(Cl)Cl)Cl. Cell line: UACC62. Synergy scores: CSS=1.70, Synergy_ZIP=1.06, Synergy_Bliss=5.30, Synergy_Loewe=0.654, Synergy_HSA=1.17.